This data is from Reaction yield outcomes from USPTO patents with 853,638 reactions. The task is: Predict the reaction yield, written as a fraction of the theoretical maximum amount of product (1.0 means a 100% yield; for example, 0.34 means a 34% yield). (1) The reactants are [OH:1][N:2]1[C:6](=[O:7])[C:5]2=[CH:8][CH:9]=[CH:10][CH:11]=[C:4]2[C:3]1=[O:12].C1(P(C2C=CC=CC=2)C2C=CC=CC=2)C=CC=CC=1.[CH3:32][C:33]1([CH3:40])[O:37][C@H:36]([CH2:38]O)[CH2:35][O:34]1.N(C(OCC)=O)=NC(OCC)=O. The catalyst is O1CCCC1. The product is [CH3:32][C:33]1([CH3:40])[O:37][C@H:36]([CH2:38][O:1][N:2]2[C:3](=[O:12])[C:4]3[C:5](=[CH:8][CH:9]=[CH:10][CH:11]=3)[C:6]2=[O:7])[CH2:35][O:34]1. The yield is 0.970. (2) The reactants are [CH2:1]([O:5][C:6]1[N:14]=[C:13]2[C:9]([N:10]=[CH:11][N:12]2[CH2:15][CH2:16][C:17]2[CH:22]=[CH:21][CH:20]=[C:19]([CH2:23]Cl)[CH:18]=2)=[C:8]([NH2:25])[N:7]=1)[CH2:2][CH2:3][CH3:4].[O-][C:27]#[N:28].[Na+].Cl. The catalyst is CN(C=O)C. The product is [CH2:1]([O:5][C:6]1[N:14]=[C:13]2[C:9]([N:10]=[CH:11][N:12]2[CH2:15][CH2:16][C:17]2[CH:22]=[CH:21][CH:20]=[C:19]([CH2:23][C:27]#[N:28])[CH:18]=2)=[C:8]([NH2:25])[N:7]=1)[CH2:2][CH2:3][CH3:4]. The yield is 0.840. (3) The reactants are Cl[C:2]1[N:7]=[C:6]([C:8]2[CH:12]=[CH:11][S:10][CH:9]=2)[CH:5]=[CH:4][N:3]=1.[NH2:13][CH2:14][C:15]1[CH:24]=[CH:23][C:18]([C:19]([O:21][CH3:22])=[O:20])=[CH:17][CH:16]=1.CCN(C(C)C)C(C)C. The catalyst is O1CCOCC1. The product is [S:10]1[CH:11]=[CH:12][C:8]([C:6]2[CH:5]=[CH:4][N:3]=[C:2]([NH:13][CH2:14][C:15]3[CH:16]=[CH:17][C:18]([C:19]([O:21][CH3:22])=[O:20])=[CH:23][CH:24]=3)[N:7]=2)=[CH:9]1. The yield is 0.480. (4) The reactants are [O:1]1[CH:5]=[CH:4][CH:3]=[C:2]1[C:6]1[CH:21]=[C:9]2[N:10]=[C:11]([CH3:20])[C:12]([CH2:15][C:16]([O:18][CH3:19])=[O:17])=[C:13](O)[N:8]2[N:7]=1.CN(C)C1C=CC=CC=1.P(Cl)(Cl)([Cl:33])=O. No catalyst specified. The product is [Cl:33][C:13]1[N:8]2[N:7]=[C:6]([C:2]3[O:1][CH:5]=[CH:4][CH:3]=3)[CH:21]=[C:9]2[N:10]=[C:11]([CH3:20])[C:12]=1[CH2:15][C:16]([O:18][CH3:19])=[O:17]. The yield is 0.730. (5) The product is [CH2:15]([O:27][C:23](=[O:24])[CH2:19][C:20]([NH:8][CH2:7][CH2:6][C:5]([O:4][CH2:2][CH3:3])=[O:9])=[O:21])[CH3:16]. The yield is 0.720. The reactants are Cl.[CH2:2]([O:4][C:5](=[O:9])[CH2:6][CH2:7][NH2:8])[CH3:3].C(N([CH2:15][CH3:16])CC)C.C([CH:19]([C:23](Cl)=[O:24])[C:20](Cl)=[O:21])C.C([O-])([O-])=[O:27].[K+].[K+]. The catalyst is ClCCl. (6) The reactants are Br[C:2]1[CH:3]=[C:4]([NH:10][C:11]2[CH:22]=[C:14]3[CH2:15][N:16]([CH:19]4[CH2:21][CH2:20]4)[CH2:17][CH2:18][N:13]3[N:12]=2)[C:5](=[O:9])[N:6]([CH3:8])[CH:7]=1.[C:23]([O:26][CH2:27][C:28]1[C:29]([N:43]2[CH2:55][CH2:54][N:46]3[C:47]4[CH2:48][CH2:49][CH2:50][CH2:51][C:52]=4[CH:53]=[C:45]3[C:44]2=[O:56])=[N:30][CH:31]=[CH:32][C:33]=1B1OC(C)(C)C(C)(C)O1)(=[O:25])[CH3:24]. No catalyst specified. The product is [C:23]([O:26][CH2:27][C:28]1[C:29]([N:43]2[CH2:55][CH2:54][N:46]3[C:47]4[CH2:48][CH2:49][CH2:50][CH2:51][C:52]=4[CH:53]=[C:45]3[C:44]2=[O:56])=[N:30][CH:31]=[CH:32][C:33]=1[C:2]1[CH:3]=[C:4]([NH:10][C:11]2[CH:22]=[C:14]3[CH2:15][N:16]([CH:19]4[CH2:21][CH2:20]4)[CH2:17][CH2:18][N:13]3[N:12]=2)[C:5](=[O:9])[N:6]([CH3:8])[CH:7]=1)(=[O:25])[CH3:24]. The yield is 0.890. (7) The reactants are Cl[C:2]1[N:7]=[C:6]([N:8]2[CH2:13][CH2:12][O:11][CH2:10][CH2:9]2)[N:5]=[C:4]([N:14]2[CH:19]3[CH2:20][CH2:21][CH:15]2[CH2:16][O:17][CH2:18]3)[N:3]=1.[NH2:22][C:23]1[CH:28]=[CH:27][C:26](B2OC(C)(C)C(C)(C)O2)=[CH:25][CH:24]=1.C([O-])([O-])=O.[Na+].[Na+]. The catalyst is C1C=CC([P]([Pd]([P](C2C=CC=CC=2)(C2C=CC=CC=2)C2C=CC=CC=2)([P](C2C=CC=CC=2)(C2C=CC=CC=2)C2C=CC=CC=2)[P](C2C=CC=CC=2)(C2C=CC=CC=2)C2C=CC=CC=2)(C2C=CC=CC=2)C2C=CC=CC=2)=CC=1.COCCOC. The product is [N:8]1([C:6]2[N:5]=[C:4]([N:14]3[CH:19]4[CH2:20][CH2:21][CH:15]3[CH2:16][O:17][CH2:18]4)[N:3]=[C:2]([C:26]3[CH:27]=[CH:28][C:23]([NH2:22])=[CH:24][CH:25]=3)[N:7]=2)[CH2:13][CH2:12][O:11][CH2:10][CH2:9]1. The yield is 0.760. (8) The reactants are [F:1][C:2]1[CH:25]=[C:24]([N+:26]([O-])=O)[CH:23]=[CH:22][C:3]=1[O:4][C:5]1[CH:10]=[CH:9][N:8]=[C:7]2[CH:11]=[C:12]([C:14]3[N:15]=[CH:16][N:17]([CH2:19][O:20][CH3:21])[CH:18]=3)[S:13][C:6]=12.[Cl-].[NH4+]. The catalyst is CCO.O.[Fe]. The product is [F:1][C:2]1[CH:25]=[C:24]([CH:23]=[CH:22][C:3]=1[O:4][C:5]1[CH:10]=[CH:9][N:8]=[C:7]2[CH:11]=[C:12]([C:14]3[N:15]=[CH:16][N:17]([CH2:19][O:20][CH3:21])[CH:18]=3)[S:13][C:6]=12)[NH2:26]. The yield is 1.00. (9) The reactants are [C:1]([O:5][C:6]([N:8]([C:13]1[CH:25]=[CH:24][C:16]([CH2:17][N:18]([CH3:23])[CH2:19][C:20]([OH:22])=[O:21])=[CH:15][CH:14]=1)[S:9]([CH3:12])(=[O:11])=[O:10])=[O:7])([CH3:4])([CH3:3])[CH3:2].[Cl:26][C:27]1[CH:28]=[N+:29]([O-:52])[CH:30]=[C:31]([Cl:51])[C:32]=1[CH2:33][C@@H:34]([C:36]1[CH:41]=[CH:40][C:39]([O:42][CH:43]([F:45])[F:44])=[C:38]([O:46][CH2:47][CH:48]2[CH2:50][CH2:49]2)[CH:37]=1)O.C(Cl)CCl.CC#N. The catalyst is CN(C1C=CN=CC=1)C.C(Cl)Cl.CN(C=O)C. The product is [C:1]([O:5][C:6]([N:8]([C:13]1[CH:14]=[CH:15][C:16]([CH2:17][N:18]([CH3:23])[CH2:19][C:20]([O:22][C@H:34]([C:36]2[CH:41]=[CH:40][C:39]([O:42][CH:43]([F:44])[F:45])=[C:38]([O:46][CH2:47][CH:48]3[CH2:49][CH2:50]3)[CH:37]=2)[CH2:33][C:32]2[C:31]([Cl:51])=[CH:30][N+:29]([O-:52])=[CH:28][C:27]=2[Cl:26])=[O:21])=[CH:24][CH:25]=1)[S:9]([CH3:12])(=[O:11])=[O:10])=[O:7])([CH3:4])([CH3:2])[CH3:3]. The yield is 0.393.